This data is from Forward reaction prediction with 1.9M reactions from USPTO patents (1976-2016). The task is: Predict the product of the given reaction. Given the reactants C(N(CC)CC)C.CN(C(ON1N=NC2C=CC=NC1=2)=[N+](C)C)C.F[P-](F)(F)(F)(F)F.[CH3:32][O:33][C:34]1[CH:35]=[CH:36][C:37]2[N:41]([CH3:42])[C:40](=[O:43])[N:39]([CH2:44][C@H:45]3[CH2:50][CH2:49][C@H:48]([C:51]([OH:53])=O)[CH2:47][CH2:46]3)[C:38]=2[CH:54]=1.[C:55]([O:59][C:60]([N:62]1[CH2:67][CH2:66][NH:65][CH2:64][CH2:63]1)=[O:61])([CH3:58])([CH3:57])[CH3:56], predict the reaction product. The product is: [C:55]([O:59][C:60]([N:62]1[CH2:67][CH2:66][N:65]([C:51]([C@H:48]2[CH2:47][CH2:46][C@H:45]([CH2:44][N:39]3[C:38]4[CH:54]=[C:34]([O:33][CH3:32])[CH:35]=[CH:36][C:37]=4[N:41]([CH3:42])[C:40]3=[O:43])[CH2:50][CH2:49]2)=[O:53])[CH2:64][CH2:63]1)=[O:61])([CH3:58])([CH3:56])[CH3:57].